This data is from Catalyst prediction with 721,799 reactions and 888 catalyst types from USPTO. The task is: Predict which catalyst facilitates the given reaction. Reactant: [NH2:1][C:2]1[CH:9]=[C:8]([NH:10][CH2:11][CH2:12][O:13][CH3:14])[C:5]([C:6]#[N:7])=[CH:4][N:3]=1.N1([C:20](N2C=NC=N2)=[O:21])C=NC=N1.[CH3:27][O:28][CH:29]([O:50][CH3:51])[C:30]1[C:39]([CH2:40][N:41]([CH2:45][CH2:46][N:47]([CH3:49])[CH3:48])[C:42](=[O:44])[CH3:43])=[CH:38][C:37]2[CH2:36][CH2:35][CH2:34][NH:33][C:32]=2[N:31]=1. Product: [C:6]([C:5]1[C:8]([NH:10][CH2:11][CH2:12][O:13][CH3:14])=[CH:9][C:2]([NH:1][C:20]([N:33]2[C:32]3[C:37](=[CH:38][C:39]([CH2:40][N:41]([CH2:45][CH2:46][N:47]([CH3:48])[CH3:49])[C:42](=[O:44])[CH3:43])=[C:30]([CH:29]([O:28][CH3:27])[O:50][CH3:51])[N:31]=3)[CH2:36][CH2:35][CH2:34]2)=[O:21])=[N:3][CH:4]=1)#[N:7]. The catalyst class is: 3.